Dataset: Forward reaction prediction with 1.9M reactions from USPTO patents (1976-2016). Task: Predict the product of the given reaction. (1) Given the reactants [CH2:1]([O:8][C:9]1[C:10]([C:29]([N:31]([CH2:40][CH2:41]O)[CH:32]([C:34]2[CH:39]=[CH:38][CH:37]=[CH:36][CH:35]=2)[CH3:33])=[O:30])=[N:11][C:12]([CH2:16][C:17]2([C:22]3[CH:27]=[CH:26][C:25]([Cl:28])=[CH:24][CH:23]=3)[CH2:21][CH2:20][CH2:19][CH2:18]2)=[N:13][C:14]=1[OH:15])[C:2]1[CH:7]=[CH:6][CH:5]=[CH:4][CH:3]=1.C1(P(C2C=CC=CC=2)C2C=CC=CC=2)C=CC=CC=1.N(C(OC(C)C)=O)=NC(OC(C)C)=O, predict the reaction product. The product is: [CH2:1]([O:8][C:9]1[C:14](=[O:15])[N:13]=[C:12]([CH2:16][C:17]2([C:22]3[CH:23]=[CH:24][C:25]([Cl:28])=[CH:26][CH:27]=3)[CH2:21][CH2:20][CH2:19][CH2:18]2)[N:11]2[CH2:41][CH2:40][N:31]([CH:32]([C:34]3[CH:35]=[CH:36][CH:37]=[CH:38][CH:39]=3)[CH3:33])[C:29](=[O:30])[C:10]=12)[C:2]1[CH:3]=[CH:4][CH:5]=[CH:6][CH:7]=1. (2) Given the reactants [N+:1]([C:4]1[CH:10]=[CH:9][C:7]([NH2:8])=[CH:6][CH:5]=1)([O-:3])=[O:2].[Br:11]Br, predict the reaction product. The product is: [Br:11][C:9]1[CH:10]=[C:4]([N+:1]([O-:3])=[O:2])[CH:5]=[CH:6][C:7]=1[NH2:8]. (3) Given the reactants Br[CH:2]1[CH2:7][CH2:6][CH2:5][CH:4]([C:8]2[CH:13]=[CH:12][CH:11]=[CH:10][CH:9]=2)[C:3]1=O.[NH2:15][C:16]([NH2:18])=[S:17], predict the reaction product. The product is: [C:8]1([CH:4]2[C:3]3[N:15]=[C:16]([NH2:18])[S:17][C:2]=3[CH2:7][CH2:6][CH2:5]2)[CH:13]=[CH:12][CH:11]=[CH:10][CH:9]=1. (4) Given the reactants [OH-].[K+].C([O:5][C:6]([C:8]1[CH2:9][C:10]2[N:11]=[C:12]([Br:16])[S:13][C:14]=2[N:15]=1)=[O:7])C, predict the reaction product. The product is: [Br:16][C:12]1[S:13][C:14]2[N:15]=[C:8]([C:6]([OH:7])=[O:5])[CH2:9][C:10]=2[N:11]=1. (5) Given the reactants [CH:1]1([N:4]([CH:8]2[C:17]3[C:12](=[CH:13][CH:14]=[CH:15][CH:16]=3)[NH:11][CH:10]([CH3:18])[CH2:9]2)[C:5](=[O:7])[CH3:6])[CH2:3][CH2:2]1.[CH3:19][O:20][C:21]1[CH:29]=[CH:28][C:24]([C:25](Cl)=[O:26])=[CH:23][CH:22]=1.CCN(C(C)C)C(C)C, predict the reaction product. The product is: [CH:1]1([N:4]([CH:8]2[C:17]3[C:12](=[CH:13][CH:14]=[CH:15][CH:16]=3)[N:11]([C:25](=[O:26])[C:24]3[CH:28]=[CH:29][C:21]([O:20][CH3:19])=[CH:22][CH:23]=3)[CH:10]([CH3:18])[CH2:9]2)[C:5](=[O:7])[CH3:6])[CH2:2][CH2:3]1.